Dataset: Forward reaction prediction with 1.9M reactions from USPTO patents (1976-2016). Task: Predict the product of the given reaction. The product is: [F:41][C:36]1[CH:35]=[C:34]([C:4]2[CH:5]=[CH:6][C:7]([C:8]([NH:10][C@H:11]([C:24]([O:26][CH2:27][C:28]3[CH:29]=[CH:30][CH:31]=[CH:32][CH:33]=3)=[O:25])[CH2:12][CH2:13][C:14]([O:16][CH2:17][C:18]3[CH:19]=[CH:20][CH:21]=[CH:22][CH:23]=3)=[O:15])=[O:9])=[C:2]([NH:1][C:43]([NH:42][C:45]3[C:46]([CH3:53])=[CH:47][C:48]([CH3:52])=[CH:49][C:50]=3[CH3:51])=[O:44])[CH:3]=2)[CH:39]=[CH:38][C:37]=1[F:40]. Given the reactants [NH2:1][C:2]1[CH:3]=[C:4]([C:34]2[CH:39]=[CH:38][C:37]([F:40])=[C:36]([F:41])[CH:35]=2)[CH:5]=[CH:6][C:7]=1[C:8]([NH:10][C@H:11]([C:24]([O:26][CH2:27][C:28]1[CH:33]=[CH:32][CH:31]=[CH:30][CH:29]=1)=[O:25])[CH2:12][CH2:13][C:14]([O:16][CH2:17][C:18]1[CH:23]=[CH:22][CH:21]=[CH:20][CH:19]=1)=[O:15])=[O:9].[N:42]([C:45]1[C:50]([CH3:51])=[CH:49][C:48]([CH3:52])=[CH:47][C:46]=1[CH3:53])=[C:43]=[O:44], predict the reaction product.